Dataset: Reaction yield outcomes from USPTO patents with 853,638 reactions. Task: Predict the reaction yield, written as a fraction of the theoretical maximum amount of product (1.0 means a 100% yield; for example, 0.34 means a 34% yield). The reactants are [NH2:1][C:2]1[N:7]=[C:6]([NH2:8])[C:5]([O:9][C:10]2[C:15]([CH:16]([CH3:18])[CH3:17])=[CH:14][C:13]([OH:19])=[C:12]([I:20])[CH:11]=2)=[CH:4][N:3]=1.[CH2:21](Br)[CH3:22]. The catalyst is CN(C=O)C. The product is [CH2:21]([O:19][C:13]1[C:12]([I:20])=[CH:11][C:10]([O:9][C:5]2[C:6]([NH2:8])=[N:7][C:2]([NH2:1])=[N:3][CH:4]=2)=[C:15]([CH:16]([CH3:18])[CH3:17])[CH:14]=1)[CH3:22]. The yield is 0.280.